Dataset: Forward reaction prediction with 1.9M reactions from USPTO patents (1976-2016). Task: Predict the product of the given reaction. (1) Given the reactants [NH2:1][C:2]1[CH:3]=[C:4]2[C:8](=[CH:9][CH:10]=1)[N:7]([CH2:11][CH3:12])[C:6](=[O:13])[CH2:5]2.[C:14]([O:18][C:19](=[O:25])[NH:20][CH2:21][C@H:22]1[CH2:24][O:23]1)([CH3:17])([CH3:16])[CH3:15].FC(F)(F)S([O-])(=O)=O.[Li+], predict the reaction product. The product is: [C:14]([O:18][C:19](=[O:25])[NH:20][CH2:21][C@H:22]([OH:23])[CH2:24][NH:1][C:2]1[CH:3]=[C:4]2[C:8](=[CH:9][CH:10]=1)[N:7]([CH2:11][CH3:12])[C:6](=[O:13])[CH2:5]2)([CH3:16])([CH3:15])[CH3:17]. (2) Given the reactants C([O:5][C:6]([N:8]1[CH:14]2[CH2:15][CH2:16][CH:9]1[CH2:10][NH:11][C:12](=[O:17])[CH2:13]2)=[O:7])(C)(C)C.Br[C:19]1[CH:20]=[CH:21][C:22]([N+:25]([O-:27])=[O:26])=[N:23][CH:24]=1, predict the reaction product. The product is: [N+:25]([C:22]1[N:23]=[CH:24][C:19]([N:11]2[C:12](=[O:17])[CH2:13][CH:14]3[N:8]([C:6]([OH:5])=[O:7])[CH:9]([CH2:16][CH2:15]3)[CH2:10]2)=[CH:20][CH:21]=1)([O-:27])=[O:26]. (3) Given the reactants [CH:1]1([C:7]2[C:8]3[S:27][C:26]([C:28]([O:30][CH3:31])=[O:29])=[CH:25][C:9]=3[N:10]([CH2:20][C:21]([O:23][CH3:24])=[O:22])[C:11]=2[C:12]2[CH:17]=[CH:16][CH:15]=[CH:14][C:13]=2[CH:18]=O)[CH2:6][CH2:5][CH2:4][CH2:3][CH2:2]1.Cl.Cl.[CH:34]([N:37]1[CH2:41][CH2:40][C@H:39]([NH2:42])[CH2:38]1)([CH3:36])[CH3:35].C(OC(N[C@H]1CCNC1)=O)(C)(C)C.C(O[BH-](OC(=O)C)OC(=O)C)(=O)C.[Na+].[BH3-]C#N.[Na+], predict the reaction product. The product is: [CH:1]1([C:7]2[C:8]3[S:27][C:26]([C:28]([O:30][CH3:31])=[O:29])=[CH:25][C:9]=3[N:10]([CH2:20][C:21]([O:23][CH3:24])=[O:22])[C:11]=2[C:12]2[CH:17]=[CH:16][CH:15]=[CH:14][C:13]=2[CH2:18][NH:42][C@H:39]2[CH2:40][CH2:41][N:37]([CH:34]([CH3:36])[CH3:35])[CH2:38]2)[CH2:2][CH2:3][CH2:4][CH2:5][CH2:6]1. (4) Given the reactants [Cl:1][C:2]1[CH:23]=[CH:22][C:5]([O:6][C:7]2[C:8](=[O:21])[NH:9][C:10](S(C)(=O)=O)=[N:11][C:12]=2[C:13]([F:16])([F:15])[F:14])=[CH:4][C:3]=1[C:24]([F:27])([F:26])[F:25].[NH2:28][C:29]1[CH:30]=[N:31][NH:32][CH:33]=1, predict the reaction product. The product is: [Cl:1][C:2]1[CH:23]=[CH:22][C:5]([O:6][C:7]2[C:8](=[O:21])[NH:9][C:10]([NH:28][C:29]3[CH:30]=[N:31][NH:32][CH:33]=3)=[N:11][C:12]=2[C:13]([F:16])([F:15])[F:14])=[CH:4][C:3]=1[C:24]([F:27])([F:26])[F:25]. (5) Given the reactants [CH2:1]([O:3][C:4](=[O:25])[CH2:5][C:6]1[CH:11]=[CH:10][C:9]([O:12][CH3:13])=[C:8]([C:14]2[C:19]([CH2:20][NH:21][CH2:22][CH3:23])=[CH:18][C:17]([CH3:24])=[CH:16][N:15]=2)[CH:7]=1)[CH3:2].FC(F)(F)C([O-])=O.[C:33](Cl)(=[O:42])[CH2:34][CH2:35][C:36]1[CH:41]=[CH:40][CH:39]=[CH:38][CH:37]=1.C(N(CC)CC)C, predict the reaction product. The product is: [CH2:1]([O:3][C:4](=[O:25])[CH2:5][C:6]1[CH:11]=[CH:10][C:9]([O:12][CH3:13])=[C:8]([C:14]2[C:19]([CH2:20][N:21]([CH2:22][CH3:23])[C:33](=[O:42])[CH2:34][CH2:35][C:36]3[CH:41]=[CH:40][CH:39]=[CH:38][CH:37]=3)=[CH:18][C:17]([CH3:24])=[CH:16][N:15]=2)[CH:7]=1)[CH3:2]. (6) Given the reactants FC(F)(F)[C:3]([N:5]([CH:7]1[CH2:12][CH2:11][CH:10]([OH:13])[CH2:9][CH2:8]1)C)=O, predict the reaction product. The product is: [CH3:3][NH:5][C@H:7]1[CH2:12][CH2:11][C@H:10]([OH:13])[CH2:9][CH2:8]1. (7) Given the reactants [OH:1]OS([O-])=O.[K+].[CH3:7][S:8][C:9]1[N:14]=[C:13]([C:15]2[N:19]([C:20]3[CH:25]=[CH:24][CH:23]=[CH:22][CH:21]=3)[N:18]=[CH:17][CH:16]=2)[CH:12]=[CH:11][N:10]=1.[OH2:26], predict the reaction product. The product is: [CH3:7][S:8]([C:9]1[N:14]=[C:13]([C:15]2[N:19]([C:20]3[CH:21]=[CH:22][CH:23]=[CH:24][CH:25]=3)[N:18]=[CH:17][CH:16]=2)[CH:12]=[CH:11][N:10]=1)(=[O:1])=[O:26]. (8) Given the reactants C1(P(C2C=CC=CC=2)C2C=CC=CC=2)C=CC=CC=1.[Cl:20][C:21]1[C:26]([C:27](=[O:36])[C:28](=[N+:34]=[N-:35])[C:29]([O:31][CH2:32][CH3:33])=[O:30])=[CH:25][C:24]([I:37])=[CH:23][N:22]=1.O, predict the reaction product. The product is: [Cl:20][C:21]1[C:26]([C:27](=[O:36])[C:28](=[N:34][NH2:35])[C:29]([O:31][CH2:32][CH3:33])=[O:30])=[CH:25][C:24]([I:37])=[CH:23][N:22]=1.